This data is from Forward reaction prediction with 1.9M reactions from USPTO patents (1976-2016). The task is: Predict the product of the given reaction. (1) Given the reactants [Cl:1][C:2]1[C:3]2[CH:10]=[C:9](I)[N:8]([CH2:12][O:13][CH2:14][CH2:15][Si:16]([CH3:19])([CH3:18])[CH3:17])[C:4]=2[N:5]=[CH:6][N:7]=1.[C:20]([N:27](C(OC(C)(C)C)=O)[C:28]1[CH:33]=[N:32][CH:31]=[C:30](B2OC(C)(C)C(C)(C)O2)[N:29]=1)([O:22][C:23]([CH3:26])([CH3:25])[CH3:24])=[O:21].C([O-])(O)=O.[Na+], predict the reaction product. The product is: [Cl:1][C:2]1[C:3]2[CH:10]=[C:9]([C:30]3[N:29]=[C:28]([NH:27][C:20](=[O:21])[O:22][C:23]([CH3:25])([CH3:24])[CH3:26])[CH:33]=[N:32][CH:31]=3)[N:8]([CH2:12][O:13][CH2:14][CH2:15][Si:16]([CH3:19])([CH3:18])[CH3:17])[C:4]=2[N:5]=[CH:6][N:7]=1. (2) Given the reactants [N:1]([CH2:4][C:5]([O:7][CH2:8][CH3:9])=[O:6])=[N+:2]=[N-:3].[CH3:10][Si:11]([CH3:21])([CH3:20])[C:12]1[CH:13]=[C:14]([CH:17]=[CH:18][CH:19]=1)[CH:15]=O.[Na].[NH4+].[Cl-], predict the reaction product. The product is: [N:1]([C:4](=[CH:15][C:14]1[CH:17]=[CH:18][CH:19]=[C:12]([Si:11]([CH3:10])([CH3:21])[CH3:20])[CH:13]=1)[C:5]([O:7][CH2:8][CH3:9])=[O:6])=[N+:2]=[N-:3]. (3) Given the reactants [CH2:1]([N:8]1[C:16]2[C:11](=[CH:12][C:13]([C:17]3[CH:22]=[CH:21][C:20]([O:23]C)=[CH:19][CH:18]=3)=[CH:14][CH:15]=2)[C:10]([CH2:25][CH2:26][CH2:27][CH2:28][CH3:29])=[C:9]1[C:30]1[CH:35]=[CH:34][CH:33]=[CH:32][CH:31]=1)[C:2]1[CH:7]=[CH:6][CH:5]=[CH:4][CH:3]=1.B(Br)(Br)Br, predict the reaction product. The product is: [CH2:1]([N:8]1[C:16]2[C:11](=[CH:12][C:13]([C:17]3[CH:22]=[CH:21][C:20]([OH:23])=[CH:19][CH:18]=3)=[CH:14][CH:15]=2)[C:10]([CH2:25][CH2:26][CH2:27][CH2:28][CH3:29])=[C:9]1[C:30]1[CH:31]=[CH:32][CH:33]=[CH:34][CH:35]=1)[C:2]1[CH:3]=[CH:4][CH:5]=[CH:6][CH:7]=1. (4) Given the reactants CO.C([O:10][C:11]1[C:12]([CH3:26])=[C:13]([CH3:25])[C:14]([NH:18][C:19](=[O:24])[CH2:20][CH2:21][CH2:22][Cl:23])=[N:15][C:16]=1[CH3:17])C1C=CC=CC=1, predict the reaction product. The product is: [OH:10][C:11]1[C:12]([CH3:26])=[C:13]([CH3:25])[C:14]([NH:18][C:19](=[O:24])[CH2:20][CH2:21][CH2:22][Cl:23])=[N:15][C:16]=1[CH3:17]. (5) Given the reactants [Cl:1][C:2]1[CH:7]=[C:6]([C:8]([F:11])([F:10])[F:9])[CH:5]=[C:4]([Cl:12])[C:3]=1[C:13]1[CH:18]=[CH:17][C:16]([CH3:19])=[CH:15][CH:14]=1.[Cl:20][S:21](O)(=[O:23])=[O:22], predict the reaction product. The product is: [Cl:1][C:2]1[CH:7]=[C:6]([C:8]([F:9])([F:10])[F:11])[CH:5]=[C:4]([Cl:12])[C:3]=1[C:13]1[CH:18]=[CH:17][C:16]([CH3:19])=[C:15]([S:21]([Cl:20])(=[O:23])=[O:22])[CH:14]=1. (6) The product is: [ClH:3].[ClH:40].[Cl:40][C:41]1[CH:42]=[C:43]([CH:59]([C:67]2([OH:73])[CH2:72][CH2:71][CH2:70][CH2:69][CH2:68]2)[CH2:60][N:61]2[CH2:62][CH2:63][N:64]([CH3:4])[CH2:65][CH2:66]2)[CH:44]=[CH:45][C:46]=1[O:47][CH2:48][C:49]1[CH:54]=[CH:53][CH:52]=[CH:51][C:50]=1[C:55]([F:57])([F:58])[F:56]. Given the reactants Cl.Cl.[Cl:3][C:4]1C=C(C2(O)CCCCC2CCN2CCN(C)CC2)C=CC=1OCC1C=CC=CC=1C(F)(F)F.Cl.Cl.[Cl:40][C:41]1[CH:42]=[C:43]([CH:59]([C:67]2([OH:73])[CH2:72][CH2:71][CH2:70][CH2:69][CH2:68]2)[CH2:60][N:61]2[CH2:66][CH2:65][NH:64][CH2:63][CH2:62]2)[CH:44]=[CH:45][C:46]=1[O:47][CH2:48][C:49]1[CH:54]=[CH:53][CH:52]=[CH:51][C:50]=1[C:55]([F:58])([F:57])[F:56], predict the reaction product. (7) The product is: [I:26][C:27]1[C:28]([CH3:37])=[N:29][N:30]([CH2:33][C:34]([N:23]2[CH2:24][CH2:25][CH:20]([C:18]3[N:19]=[C:15]([C:7]4[CH:8]=[C:9]([C:11]([CH3:14])([CH3:13])[CH3:12])[CH:10]=[C:5]([C:1]([CH3:2])([CH3:3])[CH3:4])[CH:6]=4)[S:16][CH:17]=3)[CH2:21][CH2:22]2)=[O:35])[C:31]=1[CH3:32]. Given the reactants [C:1]([C:5]1[CH:6]=[C:7]([C:15]2[S:16][CH:17]=[C:18]([CH:20]3[CH2:25][CH2:24][NH:23][CH2:22][CH2:21]3)[N:19]=2)[CH:8]=[C:9]([C:11]([CH3:14])([CH3:13])[CH3:12])[CH:10]=1)([CH3:4])([CH3:3])[CH3:2].[I:26][C:27]1[C:28]([CH3:37])=[N:29][N:30]([CH2:33][C:34](O)=[O:35])[C:31]=1[CH3:32], predict the reaction product. (8) Given the reactants Br[C:2]1[CH:3]=[C:4]2[C:9](=[CH:10][CH:11]=1)[N:8]=[CH:7][C:6]([C:12](=[O:14])[CH3:13])=[C:5]2[NH:15][C:16]1[CH:17]=[N:18][C:19]([NH:22][CH2:23][CH2:24][N:25]([CH3:27])[CH3:26])=[CH:20][CH:21]=1.[Cl:28][C:29]1[CH:34]=[C:33](B2OC(C)(C)C(C)(C)O2)[CH:32]=[C:31]([Cl:44])[C:30]=1[OH:45], predict the reaction product. The product is: [Cl:28][C:29]1[CH:34]=[C:33]([C:2]2[CH:3]=[C:4]3[C:9](=[CH:10][CH:11]=2)[N:8]=[CH:7][C:6]([C:12](=[O:14])[CH3:13])=[C:5]3[NH:15][C:16]2[CH:17]=[N:18][C:19]([NH:22][CH2:23][CH2:24][N:25]([CH3:27])[CH3:26])=[CH:20][CH:21]=2)[CH:32]=[C:31]([Cl:44])[C:30]=1[OH:45]. (9) Given the reactants C([O:5][CH:6]([O:10][C:11]([CH3:14])([CH3:13])[CH3:12])N(C)C)(C)(C)C.[F:15][C:16]1[CH:24]=[C:23]([O:25][CH3:26])[CH:22]=[C:21]([F:27])[C:17]=1C(O)=O.C(OCC)(=O)C, predict the reaction product. The product is: [C:11]([O:10][C:6](=[O:5])[C:17]1[C:16]([F:15])=[CH:24][C:23]([O:25][CH3:26])=[CH:22][C:21]=1[F:27])([CH3:12])([CH3:13])[CH3:14]. (10) Given the reactants Cl[C:2]1[CH:7]=[C:6]([Cl:8])[N:5]=[C:4]([S:9][C:10]2[CH:15]=[CH:14][C:13]([NH:16][C:17]([CH:19]3[CH2:21][CH2:20]3)=[O:18])=[CH:12][CH:11]=2)[N:3]=1.[NH2:22][C:23]1[S:24][C:25]([CH3:28])=[CH:26][N:27]=1.C1(P(C2C=CC=CC=2)C2C3OC4C(=CC=CC=4P(C4C=CC=CC=4)C4C=CC=CC=4)C(C)(C)C=3C=CC=2)C=CC=CC=1.C(=O)([O-])[O-].[Na+].[Na+], predict the reaction product. The product is: [CH3:28][C:25]1[S:24][C:23]([NH:22][C:2]2[CH:7]=[C:6]([Cl:8])[N:5]=[C:4]([S:9][C:10]3[CH:15]=[CH:14][C:13]([NH:16][C:17]([CH:19]4[CH2:21][CH2:20]4)=[O:18])=[CH:12][CH:11]=3)[N:3]=2)=[N:27][CH:26]=1.